From a dataset of Forward reaction prediction with 1.9M reactions from USPTO patents (1976-2016). Predict the product of the given reaction. (1) Given the reactants [CH3:1][NH:2][CH2:3][CH2:4][N:5]1[C:11]2[CH:12]=[CH:13][CH:14]=[CH:15][C:10]=2[CH2:9][O:8][C:7]2[CH:16]=[CH:17][CH:18]=[CH:19][C:6]1=2.S(O[CH2:25][CH2:26][CH2:27][C:28]1[CH:33]=[CH:32][C:31]([O:34][CH3:35])=[CH:30][CH:29]=1)(=O)(=O)C.C(=O)([O-])[O-].[Na+].[Na+].[I-].[Na+], predict the reaction product. The product is: [CH3:35][O:34][C:31]1[CH:32]=[CH:33][C:28]([CH2:27][CH2:26][CH2:25][N:2]([CH2:3][CH2:4][N:5]2[C:11]3[CH:12]=[CH:13][CH:14]=[CH:15][C:10]=3[CH2:9][O:8][C:7]3[CH:16]=[CH:17][CH:18]=[CH:19][C:6]2=3)[CH3:1])=[CH:29][CH:30]=1. (2) Given the reactants [C:1]([O:5][C:6]([N:8]1[CH2:13][CH2:12][CH:11]([O:14][C:15]2[C:16](Br)=[C:17]3[C:22](=[CH:23][CH:24]=2)[CH:21]=[N:20][C:19]([Cl:25])=[CH:18]3)[CH2:10][CH2:9]1)=[O:7])([CH3:4])([CH3:3])[CH3:2].[F:27][C:28]1[CH:33]=[CH:32][C:31](B(O)O)=[CH:30][CH:29]=1.C([O-])([O-])=O.[Na+].[Na+], predict the reaction product. The product is: [C:1]([O:5][C:6]([N:8]1[CH2:13][CH2:12][CH:11]([O:14][C:15]2[C:16]([C:31]3[CH:32]=[CH:33][C:28]([F:27])=[CH:29][CH:30]=3)=[C:17]3[C:22](=[CH:23][CH:24]=2)[CH:21]=[N:20][C:19]([Cl:25])=[CH:18]3)[CH2:10][CH2:9]1)=[O:7])([CH3:4])([CH3:3])[CH3:2].